This data is from CYP2D6 inhibition data for predicting drug metabolism from PubChem BioAssay. The task is: Regression/Classification. Given a drug SMILES string, predict its absorption, distribution, metabolism, or excretion properties. Task type varies by dataset: regression for continuous measurements (e.g., permeability, clearance, half-life) or binary classification for categorical outcomes (e.g., BBB penetration, CYP inhibition). Dataset: cyp2d6_veith. The molecule is Cc1noc(C)c1C(=O)N1CCC2(CC1)CCN(c1ccccn1)CC2. The result is 0 (non-inhibitor).